Dataset: Full USPTO retrosynthesis dataset with 1.9M reactions from patents (1976-2016). Task: Predict the reactants needed to synthesize the given product. Given the product [CH2:15]([N:13]1[CH2:14][C:11]2([CH2:10][C:9](=[O:26])[C:8]3[C:23](=[CH:24][CH:25]=[C:6](/[CH:5]=[CH:4]/[C:3]([OH:27])=[O:2])[CH:7]=3)[O:22]2)[CH2:12]1)[C:16]1[CH:17]=[CH:18][CH:19]=[CH:20][CH:21]=1, predict the reactants needed to synthesize it. The reactants are: C[O:2][C:3](=[O:27])/[CH:4]=[CH:5]/[C:6]1[CH:7]=[C:8]2[C:23](=[CH:24][CH:25]=1)[O:22][C:11]1([CH2:14][N:13]([CH2:15][C:16]3[CH:21]=[CH:20][CH:19]=[CH:18][CH:17]=3)[CH2:12]1)[CH2:10][C:9]2=[O:26].Cl.